Binary Classification. Given a miRNA mature sequence and a target amino acid sequence, predict their likelihood of interaction. From a dataset of Experimentally validated miRNA-target interactions with 360,000+ pairs, plus equal number of negative samples. The miRNA is hsa-miR-335-5p with sequence UCAAGAGCAAUAACGAAAAAUGU. The protein sequence of the target gene is MEQKEGKLSEDGTTVSPAADNPEMSGGGAPAEETKGTAGKAINEGPPTESGKQEKAPAEDGMSAELQGEANGLDEVKVESQREAGGKEDAEAELKKEDGEKEETTVGSQEMTGRKEETKSEPKEAEEKESTLASEKQKAEEKEAKPESGQKADANDRDKPEPKATVEEEDAKTASQEETGQRKECSTEPKEKATDEEAKAESQKAVVEDEAKAEPKEPDGKEEAKHGAKEEADAKEEAEDAEEAEPGSPSEEQEQDVEKEPEGGAGVIPSSPEEWPESPTGEGHNLSTDGLGPDCVASGQ.... Result: 1 (interaction).